Dataset: NCI-60 drug combinations with 297,098 pairs across 59 cell lines. Task: Regression. Given two drug SMILES strings and cell line genomic features, predict the synergy score measuring deviation from expected non-interaction effect. (1) Drug 1: CN1CCC(CC1)COC2=C(C=C3C(=C2)N=CN=C3NC4=C(C=C(C=C4)Br)F)OC. Drug 2: CN(C)N=NC1=C(NC=N1)C(=O)N. Cell line: K-562. Synergy scores: CSS=21.2, Synergy_ZIP=-7.49, Synergy_Bliss=-12.6, Synergy_Loewe=-29.4, Synergy_HSA=-12.5. (2) Drug 1: C1=C(C(=O)NC(=O)N1)F. Drug 2: CC(C)CN1C=NC2=C1C3=CC=CC=C3N=C2N. Cell line: LOX IMVI. Synergy scores: CSS=34.4, Synergy_ZIP=-0.929, Synergy_Bliss=-2.69, Synergy_Loewe=-2.35, Synergy_HSA=-1.66. (3) Drug 1: CC(C1=C(C=CC(=C1Cl)F)Cl)OC2=C(N=CC(=C2)C3=CN(N=C3)C4CCNCC4)N. Drug 2: C1CCC(C(C1)N)N.C(=O)(C(=O)[O-])[O-].[Pt+4]. Cell line: UACC-257. Synergy scores: CSS=1.40, Synergy_ZIP=0.178, Synergy_Bliss=1.07, Synergy_Loewe=-0.258, Synergy_HSA=-0.190. (4) Drug 1: CCC1(CC2CC(C3=C(CCN(C2)C1)C4=CC=CC=C4N3)(C5=C(C=C6C(=C5)C78CCN9C7C(C=CC9)(C(C(C8N6C=O)(C(=O)OC)O)OC(=O)C)CC)OC)C(=O)OC)O.OS(=O)(=O)O. Drug 2: C1C(C(OC1N2C=NC3=C(N=C(N=C32)Cl)N)CO)O. Cell line: SK-MEL-28. Synergy scores: CSS=37.7, Synergy_ZIP=-13.5, Synergy_Bliss=-8.33, Synergy_Loewe=-4.53, Synergy_HSA=-2.46. (5) Drug 1: C1=C(C(=O)NC(=O)N1)F. Drug 2: CCN(CC)CCCC(C)NC1=C2C=C(C=CC2=NC3=C1C=CC(=C3)Cl)OC. Cell line: CCRF-CEM. Synergy scores: CSS=39.7, Synergy_ZIP=-16.9, Synergy_Bliss=-25.3, Synergy_Loewe=-29.2, Synergy_HSA=-20.8. (6) Drug 1: C1=C(C(=O)NC(=O)N1)N(CCCl)CCCl. Drug 2: C(=O)(N)NO. Cell line: UACC62. Synergy scores: CSS=22.3, Synergy_ZIP=-10.2, Synergy_Bliss=-2.12, Synergy_Loewe=-9.67, Synergy_HSA=-0.447. (7) Drug 1: CC1=C(C(=CC=C1)Cl)NC(=O)C2=CN=C(S2)NC3=CC(=NC(=N3)C)N4CCN(CC4)CCO. Synergy scores: CSS=4.01, Synergy_ZIP=2.82, Synergy_Bliss=-0.476, Synergy_Loewe=2.78, Synergy_HSA=0.627. Cell line: HCT-15. Drug 2: C1CC(=O)NC(=O)C1N2C(=O)C3=CC=CC=C3C2=O. (8) Drug 1: CC1(CCCN1)C2=NC3=C(C=CC=C3N2)C(=O)N. Drug 2: CC1CC(C(C(C=C(C(C(C=CC=C(C(=O)NC2=CC(=O)C(=C(C1)C2=O)OC)C)OC)OC(=O)N)C)C)O)OC. Cell line: HT29. Synergy scores: CSS=55.4, Synergy_ZIP=1.88, Synergy_Bliss=-1.10, Synergy_Loewe=-21.0, Synergy_HSA=-2.20. (9) Drug 1: C1=NC2=C(N1)C(=S)N=CN2. Drug 2: C1CN(CCN1C(=O)CCBr)C(=O)CCBr. Cell line: MCF7. Synergy scores: CSS=33.5, Synergy_ZIP=-11.5, Synergy_Bliss=-7.05, Synergy_Loewe=-4.49, Synergy_HSA=-2.86. (10) Drug 1: C1=CC(=C2C(=C1NCCNCCO)C(=O)C3=C(C=CC(=C3C2=O)O)O)NCCNCCO. Drug 2: CC1C(C(CC(O1)OC2CC(CC3=C2C(=C4C(=C3O)C(=O)C5=CC=CC=C5C4=O)O)(C(=O)C)O)N)O. Cell line: HCC-2998. Synergy scores: CSS=62.4, Synergy_ZIP=-7.56, Synergy_Bliss=-8.79, Synergy_Loewe=-11.2, Synergy_HSA=-6.97.